Dataset: Forward reaction prediction with 1.9M reactions from USPTO patents (1976-2016). Task: Predict the product of the given reaction. (1) Given the reactants Br[C:2]1[CH:10]=[CH:9][CH:8]=[C:7]2[C:3]=1[C:4]([CH:11]([CH3:13])[CH3:12])=[N:5][NH:6]2.[BH:14]([OH:16])[OH:15], predict the reaction product. The product is: [CH:11]([C:4]1[C:3]2[C:2]([B:14]([OH:16])[OH:15])=[CH:10][CH:9]=[CH:8][C:7]=2[NH:6][N:5]=1)([CH3:13])[CH3:12]. (2) The product is: [CH3:1][O:2][C:3](=[O:21])[C:4]1[CH:9]=[CH:8][C:7]([N:10]2[CH2:14][C:13](=[O:23])[NH:12][S:11]2(=[O:20])=[O:19])=[CH:6][CH:5]=1. Given the reactants [CH3:1][O:2][C:3](=[O:21])[C:4]1[CH:9]=[CH:8][C:7]([NH:10][S:11](=[O:20])(=[O:19])[NH:12][CH2:13][C:14](OCC)=O)=[CH:6][CH:5]=1.C[O-:23].[Na+], predict the reaction product. (3) Given the reactants F[C:2]1[C:7]([N+:8]([O-:10])=[O:9])=[CH:6][CH:5]=[CH:4][N:3]=1.[O:11]1[CH2:15][CH2:14][C@@H:13]([OH:16])[CH2:12]1, predict the reaction product. The product is: [N+:8]([C:7]1[C:2]([O:16][C@@H:13]2[CH2:14][CH2:15][O:11][CH2:12]2)=[N:3][CH:4]=[CH:5][CH:6]=1)([O-:10])=[O:9]. (4) Given the reactants [C:1]([N:4]1[CH2:9][CH2:8][C:7](=O)[CH:6]([CH3:11])[CH2:5]1)(=[O:3])[CH3:2].[CH2:12]([NH2:19])[C:13]1[CH:18]=[CH:17][CH:16]=[CH:15][CH:14]=1, predict the reaction product. The product is: [CH2:12]([NH:19][C@H:7]1[CH2:8][CH2:9][N:4]([C:1](=[O:3])[CH3:2])[CH2:5][C@H:6]1[CH3:11])[C:13]1[CH:18]=[CH:17][CH:16]=[CH:15][CH:14]=1. (5) Given the reactants [F:1][C:2]1[CH:3]=[C:4]([CH2:8][C:9]([C:11]2[CH:16]=[CH:15][C:14]([O:17][CH3:18])=[CH:13][C:12]=2[OH:19])=[O:10])[CH:5]=[CH:6][CH:7]=1.N1CCCC[CH2:21]1.C(OC(OCC)OCC)C.Cl, predict the reaction product. The product is: [F:1][C:2]1[CH:3]=[C:4]([C:8]2[C:9](=[O:10])[C:11]3[C:12](=[CH:13][C:14]([O:17][CH3:18])=[CH:15][CH:16]=3)[O:19][CH:21]=2)[CH:5]=[CH:6][CH:7]=1. (6) Given the reactants [Br:1][C:2]1[CH:7]=[CH:6][C:5]([C:8]2[NH:12][C:11](=[O:13])[N:10]([CH3:14])[N:9]=2)=[CH:4][CH:3]=1.[H-].[Na+].[CH3:17][Si:18]([CH3:25])([CH3:24])[CH2:19][CH2:20][O:21][CH2:22]Cl, predict the reaction product. The product is: [Br:1][C:2]1[CH:3]=[CH:4][C:5]([C:8]2[N:12]([CH2:22][O:21][CH2:20][CH2:19][Si:18]([CH3:25])([CH3:24])[CH3:17])[C:11](=[O:13])[N:10]([CH3:14])[N:9]=2)=[CH:6][CH:7]=1. (7) Given the reactants CCN(S(F)(F)[F:7])CC.[Br:10][C:11]([Br:26])([F:25])[CH:12]([C:14]1[CH:19]=[CH:18][C:17]([O:20][CH3:21])=[C:16]([N+:22]([O-:24])=[O:23])[CH:15]=1)O.CCOC(C)=O, predict the reaction product. The product is: [Br:10][C:11]([Br:26])([F:25])[CH:12]([F:7])[C:14]1[CH:19]=[CH:18][C:17]([O:20][CH3:21])=[C:16]([N+:22]([O-:24])=[O:23])[CH:15]=1.